The task is: Predict the product of the given reaction.. This data is from Forward reaction prediction with 1.9M reactions from USPTO patents (1976-2016). (1) Given the reactants [C:1]([O:5][C:6]([N:8]1[CH2:13][C@@H:12]2[C@@:10]([CH2:14]O)([CH2:11]2)[C@@H:9]1[C:16]1[CH:21]=[CH:20][CH:19]=[CH:18][CH:17]=1)=[O:7])([CH3:4])([CH3:3])[CH3:2].C1(P(C2C=CC=CC=2)C2C=CC=CC=2)C=CC=CC=1.[C:41]1(=[O:51])[NH:45][C:44](=[O:46])[C:43]2=[CH:47][CH:48]=[CH:49][CH:50]=[C:42]12.CCOC(/N=N/C(OCC)=O)=O, predict the reaction product. The product is: [C:1]([O:5][C:6]([N:8]1[CH2:13][CH:12]2[C:10]([CH2:14][N:45]3[C:41](=[O:51])[C:42]4[C:43](=[CH:47][CH:48]=[CH:49][CH:50]=4)[C:44]3=[O:46])([CH2:11]2)[CH:9]1[C:16]1[CH:17]=[CH:18][CH:19]=[CH:20][CH:21]=1)=[O:7])([CH3:2])([CH3:3])[CH3:4]. (2) Given the reactants [ClH:1].[NH2:2][CH2:3][C:4]1[N:5]([CH2:28][CH:29]([CH3:31])[CH3:30])[C:6](=[O:27])[C:7]2[C:12]([C:13]=1[C:14]1[CH:19]=[CH:18][CH:17]=[CH:16][CH:15]=1)=[CH:11][C:10]([CH2:20][NH:21][C:22](=[O:26])[O:23]CC)=[CH:9][CH:8]=2.[C:32](OC(NCC1N(CC(C)C)C(=O)C2C(C=1C1C=CC=CC=1)=CC(CNC(=O)OCC)=CC=2)=O)(C)(C)[CH3:33], predict the reaction product. The product is: [ClH:1].[CH2:32]([N:21]([CH2:20][C:10]1[CH:11]=[C:12]2[C:7](=[CH:8][CH:9]=1)[C:6](=[O:27])[N:5]([CH2:28][CH:29]([CH3:31])[CH3:30])[C:4]([CH2:3][NH2:2])=[C:13]2[C:14]1[CH:19]=[CH:18][CH:17]=[CH:16][CH:15]=1)[C:22](=[O:26])[OH:23])[CH3:33]. (3) The product is: [CH:2]12[NH:12][CH:14]([CH2:15][CH2:8][CH2:1]1)[CH2:13][C:5](=[O:6])[CH2:4]2. Given the reactants [CH2:1]([C:8](O)=O)[C:2]([CH2:4][C:5](O)=[O:6])=O.O.[NH3:12].[CH:13](=O)[CH2:14][CH2:15]CC=O, predict the reaction product. (4) Given the reactants [CH2:1]([O:8][C:9]([N:11]1[CH2:15][CH2:14][CH2:13][C@H:12]1[C:16]1[NH:20][C:19]2[CH:21]=[CH:22][C:23](Br)=[CH:24][C:18]=2[N:17]=1)=[O:10])[C:2]1[CH:7]=[CH:6][CH:5]=[CH:4][CH:3]=1.CC([O-])=O.[K+].[CH3:31][C:32]1([CH3:48])[C:36]([CH3:38])([CH3:37])[O:35][B:34]([B:34]2[O:35][C:36]([CH3:38])([CH3:37])[C:32]([CH3:48])([CH3:31])[O:33]2)[O:33]1.C([O-])(O)=O.[Na+], predict the reaction product. The product is: [CH2:1]([O:8][C:9]([N:11]1[CH2:15][CH2:14][CH2:13][C@H:12]1[C:16]1[NH:20][C:19]2[CH:21]=[CH:22][C:23]([B:34]3[O:35][C:36]([CH3:38])([CH3:37])[C:32]([CH3:48])([CH3:31])[O:33]3)=[CH:24][C:18]=2[N:17]=1)=[O:10])[C:2]1[CH:7]=[CH:6][CH:5]=[CH:4][CH:3]=1. (5) Given the reactants C1C=C(Cl)C=C(C(OO)=O)C=1.[Cl:12][C:13]1[CH:18]=[CH:17][CH:16]=[C:15]([Cl:19])[C:14]=1[N:20]1[CH:31]=[C:30]([C:32]2[CH:33]=[N:34][CH:35]=[CH:36][CH:37]=2)[C:23]2[N:24]=[C:25](SC)[N:26]=[CH:27][C:22]=2[C:21]1=[O:38].CCN(C(C)C)C(C)C.[NH2:48][C:49]1[CH:54]=[CH:53][C:52]([N:55]2[CH2:60][CH2:59][N:58]([C:61]([O:63][C:64]([CH3:67])([CH3:66])[CH3:65])=[O:62])[CH2:57][CH2:56]2)=[CH:51][CH:50]=1, predict the reaction product. The product is: [Cl:12][C:13]1[CH:18]=[CH:17][CH:16]=[C:15]([Cl:19])[C:14]=1[N:20]1[CH:31]=[C:30]([C:32]2[CH:33]=[N:34][CH:35]=[CH:36][CH:37]=2)[C:23]2[N:24]=[C:25]([NH:48][C:49]3[CH:54]=[CH:53][C:52]([N:55]4[CH2:60][CH2:59][N:58]([C:61]([O:63][C:64]([CH3:67])([CH3:66])[CH3:65])=[O:62])[CH2:57][CH2:56]4)=[CH:51][CH:50]=3)[N:26]=[CH:27][C:22]=2[C:21]1=[O:38]. (6) Given the reactants [NH2:1][C:2]1[C:7]([CH3:8])=[CH:6][CH:5]=[CH:4][C:3]=1[OH:9].[Cl:10][C:11]1[CH:19]=[CH:18][C:17]([N+:20]([O-:22])=[O:21])=[CH:16][C:12]=1[C:13](Cl)=O, predict the reaction product. The product is: [Cl:10][C:11]1[CH:19]=[CH:18][C:17]([N+:20]([O-:22])=[O:21])=[CH:16][C:12]=1[C:13]1[O:9][C:3]2[CH:4]=[CH:5][CH:6]=[C:7]([CH3:8])[C:2]=2[N:1]=1. (7) Given the reactants Br[C:2]1[CH:7]=[C:6]([N+:8]([O-:10])=[O:9])[CH:5]=[C:4]([Br:11])[N:3]=1.[F:12][C:13]([F:22])([F:21])[C:14]1[CH:19]=[CH:18][N:17]=[C:16]([NH2:20])[CH:15]=1.CC1(C)C2C(=C(P(C3C=CC=CC=3)C3C=CC=CC=3)C=CC=2)OC2C(P(C3C=CC=CC=3)C3C=CC=CC=3)=CC=CC1=2.C(=O)([O-])[O-].[Cs+].[Cs+], predict the reaction product. The product is: [Br:11][C:4]1[N:3]=[C:2]([NH:20][C:16]2[CH:15]=[C:14]([C:13]([F:21])([F:12])[F:22])[CH:19]=[CH:18][N:17]=2)[CH:7]=[C:6]([N+:8]([O-:10])=[O:9])[CH:5]=1. (8) Given the reactants Br[C:2]1[CH:3]=[C:4]([N:8]2[C:16]3[CH2:15][C:14]4([CH3:20])[C:17]([F:19])([F:18])[CH:13]4[CH2:12][C:11]=3[C:10]([C:21]([O:23][CH2:24][CH3:25])=[O:22])=[N:9]2)[CH:5]=[CH:6][CH:7]=1.[C:26]([C@:28]1([OH:35])[CH2:32][CH2:31][N:30]([CH3:33])[C:29]1=[O:34])#[CH:27], predict the reaction product. The product is: [F:18][C:17]1([F:19])[C:14]2([CH3:20])[CH:13]1[CH2:12][C:11]1[C:10]([C:21]([O:23][CH2:24][CH3:25])=[O:22])=[N:9][N:8]([C:4]3[CH:5]=[CH:6][CH:7]=[C:2]([C:27]#[C:26][C@:28]4([OH:35])[CH2:32][CH2:31][N:30]([CH3:33])[C:29]4=[O:34])[CH:3]=3)[C:16]=1[CH2:15]2. (9) Given the reactants Cl.[NH:2]1[CH2:7][CH2:6][CH2:5][CH:4]([C:8]2[CH:23]=[CH:22][C:11]([O:12][C:13]3[CH:21]=[CH:20][C:16]([C:17]([NH2:19])=[O:18])=[CH:15][N:14]=3)=[CH:10][CH:9]=2)[CH2:3]1.[CH:24](=O)[CH2:25][CH:26]([CH3:28])[CH3:27].[BH4-].[Na+], predict the reaction product. The product is: [CH3:27][CH:26]([CH3:28])[CH2:25][CH2:24][N:2]1[CH2:7][CH2:6][CH2:5][CH:4]([C:8]2[CH:9]=[CH:10][C:11]([O:12][C:13]3[CH:21]=[CH:20][C:16]([C:17]([NH2:19])=[O:18])=[CH:15][N:14]=3)=[CH:22][CH:23]=2)[CH2:3]1.